This data is from Full USPTO retrosynthesis dataset with 1.9M reactions from patents (1976-2016). The task is: Predict the reactants needed to synthesize the given product. (1) Given the product [CH2:57]([O:59][C:60]1[CH:61]=[C:62]([CH:65]=[C:66]([O:69][CH2:70][CH3:71])[C:67]=1[F:68])[CH2:63][N:8]1[CH2:13][CH2:12][CH:11]([NH:14][C:15]2[CH:23]=[C:22]([C:24]([F:26])([F:25])[F:27])[C:18]([C:19]([NH2:21])=[O:20])=[CH:17][N:16]=2)[CH2:10][CH2:9]1)[CH3:58], predict the reactants needed to synthesize it. The reactants are: COC1C=CC(C[N:8]2[CH2:13][CH2:12][CH:11]([NH:14][C:15]3[CH:23]=[C:22]([C:24]([F:27])([F:26])[F:25])[C:18]([C:19]([NH2:21])=[O:20])=[CH:17][N:16]=3)[CH2:10][CH2:9]2)=CC=1OCCC.Cl.Cl.COC(=O)C1C(C(F)(F)F)=CC(NC2CCNCC2)=NC=1.[CH2:57]([O:59][C:60]1[CH:61]=[C:62]([CH:65]=[C:66]([O:69][CH2:70][CH3:71])[C:67]=1[F:68])[CH:63]=O)[CH3:58]. (2) Given the product [C@H:51]12[CH2:54][C@H:53]([N:52]([CH2:56][CH2:57][NH:1][C@:4]34[CH2:45][CH2:44][C@@H:43]([C:46]([CH3:48])=[CH2:47])[C@@H:5]3[C@@H:6]3[C@@:19]([CH3:22])([CH2:20][CH2:21]4)[C@@:18]4([CH3:23])[C@@H:9]([C@:10]5([CH3:42])[C@@H:15]([CH2:16][CH2:17]4)[C:14]([CH3:25])([CH3:24])[C:13]([C:26]4[CH2:31][CH2:30][C@@H:29]([C:32]([OH:34])=[O:33])[CH2:28][CH:27]=4)=[CH:12][CH2:11]5)[CH2:8][CH2:7]3)[CH2:49]1)[CH2:55][O:61]2, predict the reactants needed to synthesize it. The reactants are: [N:1]1([C@:4]23[CH2:45][CH2:44][C@@H:43]([C:46]([CH3:48])=[CH2:47])[C@@H:5]2[C@@H:6]2[C@@:19]([CH3:22])([CH2:20][CH2:21]3)[C@@:18]3([CH3:23])[C@@H:9]([C@:10]4([CH3:42])[C@@H:15]([CH2:16][CH2:17]3)[C:14]([CH3:25])([CH3:24])[C:13]([C:26]3[CH2:31][CH2:30][C@@H:29]([C:32]([O:34]CC5C=CC=CC=5)=[O:33])[CH2:28][CH:27]=3)=[CH:12][CH2:11]4)[CH2:8][CH2:7]2)CC1.[CH:49]([N:52]([CH2:56][CH3:57])[CH:53]([CH3:55])[CH3:54])([CH3:51])C.C1C[O:61]CC1. (3) Given the product [CH2:1]([O:12][C:10]1[CH:11]=[C:6]([F:5])[CH:7]=[CH:8][C:9]=1[N+:13]([O-:15])=[O:14])[CH:2]=[CH2:3], predict the reactants needed to synthesize it. The reactants are: [CH2:1](Br)[CH:2]=[CH2:3].[F:5][C:6]1[CH:7]=[CH:8][C:9]([N+:13]([O-:15])=[O:14])=[C:10]([OH:12])[CH:11]=1.C(=O)([O-])[O-].[K+].[K+]. (4) Given the product [OH:19][CH2:18][C:15]1[CH:16]=[CH:17][C:12]([CH2:11][N:9]2[CH:10]=[C:6]([C:4]([OH:5])=[O:3])[CH:7]=[N:8]2)=[CH:13][CH:14]=1, predict the reactants needed to synthesize it. The reactants are: C([O:3][C:4]([C:6]1[CH:7]=[N:8][N:9]([CH2:11][C:12]2[CH:17]=[CH:16][C:15]([C:18](C)(C)[O:19][SiH2]C(C)(C)C)=[CH:14][CH:13]=2)[CH:10]=1)=[O:5])C.O.[OH-].[Li+].